Task: Regression. Given a peptide amino acid sequence and an MHC pseudo amino acid sequence, predict their binding affinity value. This is MHC class I binding data.. Dataset: Peptide-MHC class I binding affinity with 185,985 pairs from IEDB/IMGT (1) The peptide sequence is MPRLSRNAA. The MHC is HLA-B58:01 with pseudo-sequence HLA-B58:01. The binding affinity (normalized) is 0.0847. (2) The peptide sequence is FYPNLTKYL. The MHC is HLA-A24:02 with pseudo-sequence HLA-A24:02. The binding affinity (normalized) is 0.293. (3) The peptide sequence is DHQAAFQYI. The MHC is HLA-B18:01 with pseudo-sequence HLA-B18:01. The binding affinity (normalized) is 0.0536. (4) The peptide sequence is TEMAEAEY. The MHC is Mamu-B17 with pseudo-sequence Mamu-B17. The binding affinity (normalized) is 0. (5) The binding affinity (normalized) is 0. The peptide sequence is AVLLHEESM. The MHC is HLA-A26:01 with pseudo-sequence HLA-A26:01. (6) The peptide sequence is IIYERDFSY. The MHC is HLA-A30:01 with pseudo-sequence HLA-A30:01. The binding affinity (normalized) is 0.0847. (7) The MHC is HLA-B40:01 with pseudo-sequence HLA-B40:01. The peptide sequence is KLNHHKPPT. The binding affinity (normalized) is 0.0847. (8) The peptide sequence is YWMGGTTYF. The MHC is HLA-C06:02 with pseudo-sequence HLA-C06:02. The binding affinity (normalized) is 0.0847. (9) The peptide sequence is HLIQNPNPF. The MHC is HLA-B35:01 with pseudo-sequence HLA-B35:01. The binding affinity (normalized) is 0.692.